Dataset: Experimentally validated miRNA-target interactions with 360,000+ pairs, plus equal number of negative samples. Task: Binary Classification. Given a miRNA mature sequence and a target amino acid sequence, predict their likelihood of interaction. (1) The miRNA is hsa-miR-17-5p with sequence CAAAGUGCUUACAGUGCAGGUAG. The protein sequence of the target gene is MATNIEQIFRSFVVSKFREIQQELSSGRNEGQLNGETNTPIEGNQAGDAAASARSLPNEEIVQKIEEVLSGVLDTELRYKPDLKEGSRKSRCVSVQTDPTDEIPTKKSKKHKKHKNKKKKKKKEKEKKYKRQPEESESKTKSHDDGNIDLESDSFLKFDSEPSAVALELPTRAFGPSETNESPAVVLEPPVVSMEVSEPHILETLKPATKTAELSVVSTSVISEQSEQSVAVMPEPSMTKILDSFAAAPVPTTTLVLKSSEPVVTMSVEYQMKSVLKSVESTSPEPSKIMLVEPPVAKVL.... Result: 1 (interaction). (2) The miRNA is hsa-miR-4764-3p with sequence UUAACUCCUUUCACACCCAUGG. The protein sequence of the target gene is MGRAMVARLGLGLLLLALLLPTQIYSSETTTGTSSNSSQSTSNSGLAPNPTNATTKAAGGALQSTASLFVVSLSLLHLYS. Result: 0 (no interaction). (3) Result: 1 (interaction). The miRNA is mmu-miR-7b-5p with sequence UGGAAGACUUGUGAUUUUGUUGUU. The protein sequence of the target gene is MASPRWFWSVCAIAAVALLLVSKVPSASAQRKKEMVLSEKVSQLMEWANKRPVIRMNGDKFRRLVKAPPRNYSVVVMFTALQLHRQCVVCKQADEEFQILANSWRYSNAFTNRIFFAMVDFDEGSDVFQMLNMNSAPTFINFPPKGKPKRADTYELQVRGFSAEQIARWIADRTDVNIRVIRPPNYAGPLMLGLLLAVIGGLVYLRRSNMEFLFNKTGWAFAALCFVLAMTSGQMWNHIRGPPYAHKNPHTGHVNYIHGSSQAQFVAETHIVLLFNGGVTLGMVLLCEAATSDMDIGKRR.... (4) Result: 1 (interaction). The protein sequence of the target gene is MELSGEYVGCDGEPQRLRVSCEASGDADPLQSLSAGVVRMKELVAEFFGTLVEQDAQGLAEDPDDALDGDDEDDAEDENNSGRTNSDGPSAKRPKPAS. The miRNA is mmu-miR-505-5p with sequence GGGAGCCAGGAAGUAUUGAUGUU. (5) Result: 0 (no interaction). The miRNA is hsa-miR-145-5p with sequence GUCCAGUUUUCCCAGGAAUCCCU. The protein sequence of the target gene is MGPLSAPPCTQRITWKGVLLTASLLNFWNPPTTAQVTIEAQPPKVSEGKDVLLLVHNLPQNLAGYIWYKGQMTYLYHYITSYVVDGQRIIYGPAYSGRERVYSNASLLIQNVTQEDAGSYTLHIIKRRDGTGGVTGHFTFTLHLETPKPSISSSNLNPREAMEAVILTCDPATPAASYQWWMNGQSLPMTHRLQLSKTNRTLFIFGVTKYIAGPYECEIRNPVSASRSDPVTLNLLPKLSKPYITINNLNPRENKDVLTFTCEPKSKNYTYIWWLNGQSLPVSPRVKRPIENRILILPNV.... (6) The miRNA is hsa-miR-3153 with sequence GGGGAAAGCGAGUAGGGACAUUU. The protein sequence of the target gene is MTDTVFSNSSNRWMYPSDRPLQSNDKEQLQAGWSVHPGGQPDRQRKQEELTDEEKEIINRVIARAEKMEEMEQERIGRLVDRLENMRKNVAGDGVNRCILCGEQLGMLGSACVVCEDCKKNVCTKCGVETNNRLHSVWLCKICIEQREVWKRSGAWFFKGFPKQVLPQPMPIKKTKPQQPVSEPAAPEQPAPEPKHPARAPARGDSEDRRGPGQKTGPDPASAPGRGNYGPPVRRASEARMSSSSRDSESWDHSGGAGDSSRSPAGLRRANSVQASRPAPGSVQSPAPPQPGQPGTPGGS.... Result: 1 (interaction).